From a dataset of Forward reaction prediction with 1.9M reactions from USPTO patents (1976-2016). Predict the product of the given reaction. Given the reactants [OH:1][CH2:2][C:3]1([CH2:9][OH:10])[CH2:8][CH2:7][S:6][CH2:5][S:4]1.[S:11](Cl)([C:14]1[CH:20]=[CH:19][C:17]([CH3:18])=[CH:16][CH:15]=1)(=[O:13])=[O:12], predict the reaction product. The product is: [C:17]1([CH3:18])[CH:19]=[CH:20][C:14]([S:11]([O:1][CH2:2][C:3]2([CH2:9][O:10][S:11]([C:14]3[CH:20]=[CH:19][C:17]([CH3:18])=[CH:16][CH:15]=3)(=[O:13])=[O:12])[CH2:8][CH2:7][S:6][CH2:5][S:4]2)(=[O:13])=[O:12])=[CH:15][CH:16]=1.